Dataset: Full USPTO retrosynthesis dataset with 1.9M reactions from patents (1976-2016). Task: Predict the reactants needed to synthesize the given product. Given the product [OH:9][C@@H:6]1[CH2:7][N:8]([CH2:12][CH2:11][C:10]#[N:13])[C@@H:4]([CH2:3][OH:2])[CH2:5]1, predict the reactants needed to synthesize it. The reactants are: Cl.[OH:2][CH2:3][C@@H:4]1[NH:8][CH2:7][C@@H:6]([OH:9])[CH2:5]1.[C:10](#[N:13])[CH:11]=[CH2:12].